Dataset: Forward reaction prediction with 1.9M reactions from USPTO patents (1976-2016). Task: Predict the product of the given reaction. (1) Given the reactants [Br:1][C:2]1[CH:7]=[CH:6][C:5]([C:8]2[CH:13]=[CH:12][C:11]([Br:14])=[C:10]([S:15](Cl)(=[O:17])=[O:16])[CH:9]=2)=[CH:4][C:3]=1[S:19](Cl)(=[O:21])=[O:20].[F:23][C:24]([F:30])([F:29])[S:25]([NH2:28])(=[O:27])=[O:26].C(N(CC)CC)C.[OH-:38].[Na+], predict the reaction product. The product is: [F:23][C:24]([F:30])([F:29])[S:25]([NH:28][S:19]([C:3]1[CH:4]=[C:5]([C:8]2[CH:13]=[CH:12][C:11]([Br:14])=[C:10]([S:15]([NH:28][S:25]([C:24]([F:30])([F:29])[F:23])(=[O:26])=[O:38])(=[O:17])=[O:16])[CH:9]=2)[CH:6]=[CH:7][C:2]=1[Br:1])(=[O:21])=[O:20])(=[O:27])=[O:26]. (2) Given the reactants [CH3:1][C:2]1[N:7]=[CH:6][N:5]=[C:4]([C:8]([OH:10])=[O:9])[C:3]=1[C:11]([O:13][C:14]([CH3:17])([CH3:16])[CH3:15])=[O:12].IC.[C:20](=O)([O-])[O-].[Li+].[Li+], predict the reaction product. The product is: [CH3:1][C:2]1[N:7]=[CH:6][N:5]=[C:4]([C:8]([O:10][CH3:20])=[O:9])[C:3]=1[C:11]([O:13][C:14]([CH3:17])([CH3:16])[CH3:15])=[O:12]. (3) Given the reactants Cl.Cl.[F:3][C:4]1[C:12]([C:13]2[C:21]3[C:20]([NH2:22])=[N:19][CH:18]=[N:17][C:16]=3[N:15]([CH3:23])[CH:14]=2)=[CH:11][CH:10]=[C:9]2[C:5]=1[CH2:6][CH2:7][NH:8]2.CN(C(ON1N=NC2C=CC=NC1=2)=[N+](C)C)C.F[P-](F)(F)(F)(F)F.CCN(C(C)C)C(C)C.OC(C(F)(F)F)=O.[CH3:64][C:65]1[N:70]=[C:69]([CH2:71][C:72](O)=[O:73])[CH:68]=[CH:67][CH:66]=1, predict the reaction product. The product is: [F:3][C:4]1[C:12]([C:13]2[C:21]3[C:20]([NH2:22])=[N:19][CH:18]=[N:17][C:16]=3[N:15]([CH3:23])[CH:14]=2)=[CH:11][CH:10]=[C:9]2[C:5]=1[CH2:6][CH2:7][N:8]2[C:72](=[O:73])[CH2:71][C:69]1[CH:68]=[CH:67][CH:66]=[C:65]([CH3:64])[N:70]=1. (4) Given the reactants [CH3:1][O:2][C:3](=[O:27])[C:4]1[CH:9]=[C:8]([C:10](=[N:12][NH:13][C:14]([O:16][CH2:17][CH3:18])=[O:15])C)[C:7]([C:19]([F:22])([F:21])[F:20])=[CH:6][C:5]=1[NH:23][C:24](=[O:26])[CH3:25].ClN1C(=O)CCC1=O.[C:36]([Cl:40])(Cl)(Cl)[Cl:37], predict the reaction product. The product is: [CH3:1][O:2][C:3](=[O:27])[C:4]1[CH:9]=[C:8]([C:10](=[N:12][NH:13][C:14]([O:16][CH2:17][CH3:18])=[O:15])[CH:36]([Cl:40])[Cl:37])[C:7]([C:19]([F:22])([F:21])[F:20])=[CH:6][C:5]=1[NH:23][C:24](=[O:26])[CH3:25]. (5) Given the reactants C(N(CC)CC)C.[OH:8][CH:9]([CH2:17][CH3:18])[CH2:10][S:11][CH2:12][C:13]([O:15][CH3:16])=[O:14].O, predict the reaction product. The product is: [O:8]=[C:9]([CH2:17][CH3:18])[CH2:10][S:11][CH2:12][C:13]([O:15][CH3:16])=[O:14]. (6) The product is: [CH3:18][O:17][C:12]1[CH:13]=[CH:14][CH:15]=[CH:16][C:11]=1[CH2:10][C:7]1[C:8]([NH2:9])=[N:26][N:25]([C:19]2[CH:24]=[CH:23][CH:22]=[CH:21][CH:20]=2)[CH:6]=1. Given the reactants C[O-].[Na+].CO[CH2:6][C:7](=[CH:10][C:11]1[CH:16]=[CH:15][CH:14]=[CH:13][C:12]=1[O:17][CH3:18])[C:8]#[N:9].[C:19]1([NH:25][NH2:26])[CH:24]=[CH:23][CH:22]=[CH:21][CH:20]=1, predict the reaction product.